Predict which catalyst facilitates the given reaction. From a dataset of Catalyst prediction with 721,799 reactions and 888 catalyst types from USPTO. (1) Reactant: [C:1]([C:5]1[C:6]([Cl:28])=[C:7]([C:11]2[NH:15][C:14]3[CH:16]=[CH:17][C:18]([C:20]4[C:25]([F:26])=[CH:24][CH:23]=[CH:22][C:21]=4[F:27])=[CH:19][C:13]=3[N:12]=2)[N:8]([CH3:10])[N:9]=1)([CH3:4])([CH3:3])[CH3:2].Cl.C(OCC)C. Product: [ClH:28].[C:1]([C:5]1[C:6]([Cl:28])=[C:7]([C:11]2[NH:15][C:14]3[CH:16]=[CH:17][C:18]([C:20]4[C:21]([F:27])=[CH:22][CH:23]=[CH:24][C:25]=4[F:26])=[CH:19][C:13]=3[N:12]=2)[N:8]([CH3:10])[N:9]=1)([CH3:4])([CH3:2])[CH3:3]. The catalyst class is: 100. (2) The catalyst class is: 461. Reactant: Br[C:2]1[CH:7]=[C:6]([C:8]([CH3:11])([CH3:10])[CH3:9])[CH:5]=[CH:4][C:3]=1[S:12]([N:15]([C:19]1[CH:23]=[CH:22][S:21][C:20]=1[C:24]([O:26][CH3:27])=[O:25])[CH2:16][O:17][CH3:18])(=[O:14])=[O:13].[C:28](=[O:31])([O-])[O-].[Cs+].[Cs+].[C:34]1(C)[CH:39]=CC=C[CH:35]=1.O. Product: [C:8]([C:6]1[CH:5]=[CH:4][C:3]([S:12]([N:15]([C:19]2[CH:23]=[CH:22][S:21][C:20]=2[C:24]([O:26][CH3:27])=[O:25])[CH2:16][O:17][CH3:18])(=[O:14])=[O:13])=[C:2]([CH:35]=[CH:34][CH2:39][O:31][CH3:28])[CH:7]=1)([CH3:11])([CH3:10])[CH3:9]. (3) Reactant: [Cl:1][C:2]1[CH:7]=[CH:6][CH:5]=[C:4]([Cl:8])[C:3]=1[CH:9]([O:12][C:13]1[CH:18]=[CH:17][C:16]([N+:19]([O-])=O)=[CH:15][CH:14]=1)[CH2:10][CH3:11]. Product: [Cl:1][C:2]1[CH:7]=[CH:6][CH:5]=[C:4]([Cl:8])[C:3]=1[CH:9]([O:12][C:13]1[CH:14]=[CH:15][C:16]([NH2:19])=[CH:17][CH:18]=1)[CH2:10][CH3:11]. The catalyst class is: 663.